Dataset: Catalyst prediction with 721,799 reactions and 888 catalyst types from USPTO. Task: Predict which catalyst facilitates the given reaction. (1) Reactant: [CH:1]1([NH:4][C:5]2[C:6]3[S:13][CH:12]=[C:11]([C:14]([NH:16][C:17]4[CH:22]=[C:21]([C:23](=[O:37])[NH:24][C:25]5[CH:30]=[CH:29][C:28]([CH2:31][OH:32])=[C:27]([C:33]([F:36])([F:35])[F:34])[CH:26]=5)[CH:20]=[CH:19][C:18]=4[CH3:38])=[O:15])[C:7]=3[N:8]=[CH:9][N:10]=2)[CH2:3][CH2:2]1.[CH3:39][S:40](Cl)(=[O:42])=[O:41]. Product: [CH3:39][S:40]([O:32][CH2:31][C:28]1[CH:29]=[CH:30][C:25]([NH:24][C:23](=[O:37])[C:21]2[CH:20]=[CH:19][C:18]([CH3:38])=[C:17]([NH:16][C:14]([C:11]3[C:7]4[N:8]=[CH:9][N:10]=[C:5]([NH:4][CH:1]5[CH2:3][CH2:2]5)[C:6]=4[S:13][CH:12]=3)=[O:15])[CH:22]=2)=[CH:26][C:27]=1[C:33]([F:35])([F:34])[F:36])(=[O:42])=[O:41]. The catalyst class is: 2. (2) Reactant: [O:1]=[C:2]1[CH2:10][C:9]2[C:4](=[CH:5][CH:6]=[CH:7][C:8]=2[C:11]2[CH:12]=[N:13][CH:14]=[C:15]([CH:19]=2)[C:16]([OH:18])=[O:17])[NH:3]1.[CH2:20]([O:22][C:23]([C:25]1[C:29]([CH2:30][CH2:31][CH2:32][N:33]2[CH2:38][CH2:37][N:36]([CH3:39])[CH2:35][CH2:34]2)=[C:28]([CH:40]=O)[NH:27][C:26]=1[CH3:42])=[O:24])[CH3:21].N1CCCCC1.Cl. Product: [CH2:20]([O:22][C:23]([C:25]1[C:29]([CH2:30][CH2:31][CH2:32][N:33]2[CH2:34][CH2:35][N:36]([CH3:39])[CH2:37][CH2:38]2)=[C:28]([CH:40]=[C:10]2[C:9]3[C:4](=[CH:5][CH:6]=[CH:7][C:8]=3[C:11]3[CH:12]=[N:13][CH:14]=[C:15]([CH:19]=3)[C:16]([OH:18])=[O:17])[NH:3][C:2]2=[O:1])[NH:27][C:26]=1[CH3:42])=[O:24])[CH3:21]. The catalyst class is: 8. (3) Reactant: [NH:1]([C:8]1[N:9]([C:21]2[CH:26]=[CH:25][CH:24]=[CH:23][CH:22]=2)[C:10]2[C:15]([C:16](=[O:18])[CH:17]=1)=[CH:14][C:13](Br)=[C:12]([CH3:20])[N:11]=2)[C:2]1[CH:7]=[CH:6][CH:5]=[CH:4][CH:3]=1.[Li][CH2:28]CCC.CI. Product: [NH:1]([C:8]1[N:9]([C:21]2[CH:26]=[CH:25][CH:24]=[CH:23][CH:22]=2)[C:10]2[C:15]([C:16](=[O:18])[CH:17]=1)=[CH:14][C:13]([CH3:28])=[C:12]([CH3:20])[N:11]=2)[C:2]1[CH:7]=[CH:6][CH:5]=[CH:4][CH:3]=1. The catalyst class is: 1. (4) Reactant: [CH:1]1([CH2:7][CH2:8][CH2:9][C@@H:10]([C:15]2[O:19][N:18]=[C:17]([CH2:20][C:21]3[CH:22]=[N:23][CH:24]=[CH:25][CH:26]=3)[N:16]=2)[CH2:11][C:12](O)=[O:13])[CH2:6][CH2:5][CH2:4][CH2:3][CH2:2]1.C(N1C=CN=C1)(N1C=CN=C1)=O.C[Si](C)(C)[O:41][NH2:42].CO. Product: [CH:1]1([CH2:7][CH2:8][CH2:9][C@@H:10]([C:15]2[O:19][N:18]=[C:17]([CH2:20][C:21]3[CH:22]=[N:23][CH:24]=[CH:25][CH:26]=3)[N:16]=2)[CH2:11][C:12]([NH:42][OH:41])=[O:13])[CH2:6][CH2:5][CH2:4][CH2:3][CH2:2]1. The catalyst class is: 4. (5) Reactant: [CH2:1]([CH:3]1[CH2:11][C:6]2([O:10][CH2:9][CH2:8][O:7]2)[CH2:5][CH:4]1[C:12]([O:14]CC)=[O:13])[CH3:2].[OH-].[Na+].C(O)(=O)CC(CC(O)=O)(C(O)=O)O. Product: [CH2:1]([CH:3]1[CH2:11][C:6]2([O:7][CH2:8][CH2:9][O:10]2)[CH2:5][CH:4]1[C:12]([OH:14])=[O:13])[CH3:2]. The catalyst class is: 2. (6) Reactant: O1CCCCC1[O:7][CH2:8][CH2:9][N:10]1[CH2:15][CH2:14][CH:13]([O:16][C:17]2[CH:22]=[CH:21][C:20]([C:23]([F:26])([F:25])[F:24])=[CH:19][CH:18]=2)[CH2:12][CH2:11]1.C1(C)C=CC(S([O-])(=O)=O)=CC=1.[NH+]1C=CC=CC=1. Product: [F:25][C:23]([F:24])([F:26])[C:20]1[CH:21]=[CH:22][C:17]([O:16][CH:13]2[CH2:12][CH2:11][N:10]([CH2:9][CH2:8][OH:7])[CH2:15][CH2:14]2)=[CH:18][CH:19]=1. The catalyst class is: 8. (7) Reactant: [N+:1]([C:4]1[N:8]([CH3:9])[C:7]([C:10]#[N:11])=[CH:6][CH:5]=1)([O-])=O.[H][H]. Product: [NH2:1][C:4]1[N:8]([CH3:9])[C:7]([C:10]#[N:11])=[CH:6][CH:5]=1. The catalyst class is: 78.